This data is from Forward reaction prediction with 1.9M reactions from USPTO patents (1976-2016). The task is: Predict the product of the given reaction. (1) Given the reactants [CH2:1]([O:3][C:4]([C:6]1[C:7]([OH:26])=[C:8]2[C:15]([Cl:16])=[C:14]([Cl:17])[N:13]([CH2:18][CH2:19][C:20]3[CH:25]=[CH:24][CH:23]=[CH:22][CH:21]=3)[C:9]2=[C:10](Cl)[N:11]=1)=[O:5])[CH3:2].C[C:28]([N:30](C)C)=O, predict the reaction product. The product is: [CH2:1]([O:3][C:4]([C:6]1[C:7]([OH:26])=[C:8]2[C:15]([Cl:16])=[C:14]([Cl:17])[N:13]([CH2:18][CH2:19][C:20]3[CH:25]=[CH:24][CH:23]=[CH:22][CH:21]=3)[C:9]2=[C:10]([C:28]#[N:30])[N:11]=1)=[O:5])[CH3:2]. (2) Given the reactants [C:1]([O:7][CH:8]([CH3:10])[CH3:9])(=[O:6])CC([O-])=O.[C:11]([Cl:16])(=[O:15])[C:12]([Cl:14])=O.C(Cl)[Cl:18], predict the reaction product. The product is: [CH:8]([O:7][C:1]([C:12]([Cl:18])([Cl:14])[C:11]([Cl:16])=[O:15])=[O:6])([CH3:10])[CH3:9]. (3) Given the reactants [H-].[Al+3].[Li+].[H-].[H-].[H-].[N:7]1[N:11]2[CH2:12][CH2:13][CH2:14][NH:15][C:10]2=[C:9]([CH2:16][CH2:17][C:18]([NH2:20])=O)[CH:8]=1.[F-].[K+].O, predict the reaction product. The product is: [N:7]1[N:11]2[CH2:12][CH2:13][CH2:14][NH:15][C:10]2=[C:9]([CH2:16][CH2:17][CH2:18][NH2:20])[CH:8]=1. (4) Given the reactants [C:1]([C:3]1[CH:8]=[CH:7][C:6]([NH:9][CH:10]2[CH2:15][CH2:14][CH:13]([O:16][CH2:17][C:18]([OH:20])=O)[CH2:12][CH2:11]2)=[CH:5][C:4]=1[C:21]([F:24])([F:23])[F:22])#[N:2].[CH3:25]CN=C=NCCCN(C)C.Cl.C1C=CC2N(O)N=NC=2C=1.C(N(CC)CC)C.[F:54][C:55]1[CH:56]=[CH:57][C:58]2[O:62][CH:61]([CH2:63][N:64]3[CH2:69][CH2:68][NH:67][CH2:66][CH2:65]3)[CH2:60][C:59]=2[CH:70]=1, predict the reaction product. The product is: [F:54][C:55]1[CH:56]=[CH:57][C:58]2[O:62][CH:61]([CH2:63][N:64]3[CH2:65][CH2:66][N:67]([CH2:25][C:18](=[O:20])[CH2:17][O:16][CH:13]4[CH2:12][CH2:11][CH:10]([NH:9][C:6]5[CH:7]=[CH:8][C:3]([C:1]#[N:2])=[C:4]([C:21]([F:23])([F:22])[F:24])[CH:5]=5)[CH2:15][CH2:14]4)[CH2:68][CH2:69]3)[CH2:60][C:59]=2[CH:70]=1. (5) Given the reactants [OH:1][C:2]1[N:3]=[C:4]([C:11]2[C:12]([CH3:20])=[N:13][N:14]3[CH:19]=[CH:18][CH:17]=[CH:16][C:15]=23)[S:5][C:6]=1[C:7]([O:9][CH3:10])=[O:8].C(=O)([O-])[O-].[K+].[K+].[CH2:27](Br)[C:28]1[CH:33]=[CH:32][CH:31]=[CH:30][CH:29]=1, predict the reaction product. The product is: [CH2:27]([O:1][C:2]1[N:3]=[C:4]([C:11]2[C:12]([CH3:20])=[N:13][N:14]3[CH:19]=[CH:18][CH:17]=[CH:16][C:15]=23)[S:5][C:6]=1[C:7]([O:9][CH3:10])=[O:8])[C:28]1[CH:33]=[CH:32][CH:31]=[CH:30][CH:29]=1.